This data is from Full USPTO retrosynthesis dataset with 1.9M reactions from patents (1976-2016). The task is: Predict the reactants needed to synthesize the given product. (1) Given the product [NH2:6][C:5]1[CH:7]=[CH:8][N:1]([CH:30]2[C:31]([O:32][C:33](=[O:40])[C:34]3[CH:35]=[CH:36][CH:37]=[CH:38][CH:39]=3)([CH3:63])[CH:41]([O:42][C:43](=[O:50])[C:44]3[CH:45]=[CH:46][CH:47]=[CH:48][CH:49]=3)[CH:51]([CH2:53][O:54][CH2:55][C:56]3[CH:57]=[CH:58][CH:59]=[CH:60][CH:61]=3)[O:52]2)[C:2](=[O:3])[N:4]=1, predict the reactants needed to synthesize it. The reactants are: [NH:1]1[CH:8]=[CH:7][C:5]([NH2:6])=[N:4][C:2]1=[O:3].C/C(/O[Si](C)(C)C)=N\[Si](C)(C)C.C(O[C@@H:30]1[O:52][C@H:51]([CH2:53][O:54][C:55](=O)[C:56]2[CH:61]=[CH:60][CH:59]=[CH:58][CH:57]=2)[C@@H:41]([O:42][C:43](=[O:50])[C:44]2[CH:49]=[CH:48][CH:47]=[CH:46][CH:45]=2)[C@@:31]1([CH3:63])[O:32][C:33](=[O:40])[C:34]1[CH:39]=[CH:38][CH:37]=[CH:36][CH:35]=1)(=O)C1C=CC=CC=1.[Sn](Cl)(Cl)(Cl)Cl. (2) Given the product [O:18]1[C:22]2[CH:23]=[CH:24][CH:25]=[CH:26][C:21]=2[CH:20]=[C:19]1[CH:27]([C:2]1[S:3][CH:4]=[CH:5][CH:6]=1)[NH:28][S:29]([C:32]1[CH:42]=[CH:41][C:35]2[O:36][CH2:37][CH2:38][CH2:39][O:40][C:34]=2[CH:33]=1)(=[O:30])=[O:31], predict the reactants needed to synthesize it. The reactants are: Br[C:2]1[S:3][CH:4]=[CH:5][CH:6]=1.C([Li])CCC.CCCCCC.[O:18]1[C:22]2[CH:23]=[CH:24][CH:25]=[CH:26][C:21]=2[CH:20]=[C:19]1[CH:27]=[N:28][S:29]([C:32]1[CH:42]=[CH:41][C:35]2[O:36][CH2:37][CH2:38][CH2:39][O:40][C:34]=2[CH:33]=1)(=[O:31])=[O:30]. (3) The reactants are: Cl[C:2]1[N:7]=[CH:6][C:5]([S:8]([N:11]2[CH2:16][CH2:15][N:14]([C:17]3[CH:22]=[CH:21][C:20]([C:23]([OH:32])([C:28]([F:31])([F:30])[F:29])[C:24]([F:27])([F:26])[F:25])=[CH:19][CH:18]=3)[CH2:13][CH2:12]2)(=[O:10])=[O:9])=[CH:4][C:3]=1[F:33].CCO.[OH-].[NH4+:38]. Given the product [NH2:38][C:2]1[N:7]=[CH:6][C:5]([S:8]([N:11]2[CH2:16][CH2:15][N:14]([C:17]3[CH:22]=[CH:21][C:20]([C:23]([OH:32])([C:28]([F:31])([F:30])[F:29])[C:24]([F:27])([F:26])[F:25])=[CH:19][CH:18]=3)[CH2:13][CH2:12]2)(=[O:10])=[O:9])=[CH:4][C:3]=1[F:33], predict the reactants needed to synthesize it. (4) Given the product [NH:2]([C:3]1[CH:4]=[C:5]([S:9]([NH2:12])(=[O:10])=[O:11])[CH:6]=[CH:7][CH:8]=1)[C:31]([NH2:30])=[S:32], predict the reactants needed to synthesize it. The reactants are: Cl.[NH2:2][C:3]1[CH:4]=[C:5]([S:9]([NH2:12])(=[O:11])=[O:10])[CH:6]=[CH:7][CH:8]=1.C(N(CC)C(C)C)(C)C.C([N:30]=[C:31]=[S:32])(=O)C1C=CC=CC=1.C([O-])([O-])=O.[K+].[K+]. (5) Given the product [CH:12]1([CH2:11][CH2:10][CH2:9][C@@H:8]([C:18]2[O:22][N:21]=[C:20]([C:23]([N:29]3[CH2:34][CH2:33][O:32][CH2:31][CH2:30]3)=[O:24])[N:19]=2)[CH2:7][C:6]([O:5][C:1]([CH3:3])([CH3:2])[CH3:4])=[O:28])[CH2:13][CH2:14][CH2:15][CH2:16][CH2:17]1, predict the reactants needed to synthesize it. The reactants are: [C:1]([O:5][C:6](=[O:28])[CH2:7][C@H:8]([C:18]1[O:22][N:21]=[C:20]([C:23](OCC)=[O:24])[N:19]=1)[CH2:9][CH2:10][CH2:11][CH:12]1[CH2:17][CH2:16][CH2:15][CH2:14][CH2:13]1)([CH3:4])([CH3:3])[CH3:2].[NH:29]1[CH2:34][CH2:33][O:32][CH2:31][CH2:30]1. (6) Given the product [C:27]([N:24]1[CH2:25][CH2:26][N:21]2[N:20]=[C:19]([NH:18][C:16]3[C:15](=[O:31])[N:14]([CH3:32])[CH:13]=[C:12]([C:11]4[CH:10]=[CH:9][N:8]=[C:7]([N:33]5[C:45](=[O:46])[C:44]6[S:43][C:42]7[CH2:41][CH2:40][CH2:39][CH2:38][C:37]=7[C:36]=6[CH:35]=[N:34]5)[C:6]=4[CH2:5][OH:4])[CH:17]=3)[CH:30]=[C:22]2[CH2:23]1)(=[O:29])[CH3:28], predict the reactants needed to synthesize it. The reactants are: C([O:4][CH2:5][C:6]1[C:7]([N:33]2[C:45](=[O:46])[C:44]3[S:43][C:42]4[CH2:41][CH2:40][CH2:39][CH2:38][C:37]=4[C:36]=3[CH:35]=[N:34]2)=[N:8][CH:9]=[CH:10][C:11]=1[C:12]1[CH:17]=[C:16]([NH:18][C:19]2[CH:30]=[C:22]3[CH2:23][N:24]([C:27](=[O:29])[CH3:28])[CH2:25][CH2:26][N:21]3[N:20]=2)[C:15](=[O:31])[N:14]([CH3:32])[CH:13]=1)(=O)C.[OH-].[Li+]. (7) Given the product [CH:22]1([CH2:21][NH:20][C:15]2[CH:14]=[C:13]([C:3]3[CH:4]=[CH:5][CH:6]=[C:7]([CH3:8])[C:2]=3[CH3:1])[N:18]=[C:17]([NH2:19])[N:16]=2)[CH2:24][CH2:23]1, predict the reactants needed to synthesize it. The reactants are: [CH3:1][C:2]1[C:7]([CH3:8])=[CH:6][CH:5]=[CH:4][C:3]=1B(O)O.Cl[C:13]1[N:18]=[C:17]([NH2:19])[N:16]=[C:15]([NH:20][CH2:21][CH:22]2[CH2:24][CH2:23]2)[CH:14]=1. (8) Given the product [Br:1][C:2]1[NH:3][CH2:4][N:5]([C:10]2[N:15]=[C:14]([N:16]3[CH2:17][CH2:18][O:19][CH2:20][CH2:21]3)[N:13]=[C:12]([N:22]3[CH2:23][CH2:24][O:25][CH2:26][CH2:27]3)[N:11]=2)[CH:6]=1, predict the reactants needed to synthesize it. The reactants are: [Br:1][C:2]1[N:3]=[CH:4][NH:5][CH:6]=1.[H-].[Na+].Cl[C:10]1[N:15]=[C:14]([N:16]2[CH2:21][CH2:20][O:19][CH2:18][CH2:17]2)[N:13]=[C:12]([N:22]2[CH2:27][CH2:26][O:25][CH2:24][CH2:23]2)[N:11]=1.